Dataset: Reaction yield outcomes from USPTO patents with 853,638 reactions. Task: Predict the reaction yield, written as a fraction of the theoretical maximum amount of product (1.0 means a 100% yield; for example, 0.34 means a 34% yield). (1) The reactants are [I:1][C:2]1[CH:9]=[C:8]([N+:10]([O-])=O)[CH:7]=[CH:6][C:3]=1[C:4]#[N:5].O1CCCC1.[Cl-].[NH4+]. The catalyst is [Fe].C(O)C. The product is [NH2:10][C:8]1[CH:7]=[CH:6][C:3]([C:4]#[N:5])=[C:2]([I:1])[CH:9]=1. The yield is 0.970. (2) The reactants are [OH-].[Na+].[ClH:3].Cl.[NH2:5][C:6]1[C:34]([CH3:35])=[CH:33][C:9]([O:10][C:11]2[CH:12]=[CH:13][C:14]3[N:18]=[C:17]([CH2:19][O:20][C:21]4[CH:22]=[C:23]([CH:28]=[CH:29][CH:30]=4)[C:24]([O:26]C)=[O:25])[N:16]([CH3:31])[C:15]=3[CH:32]=2)=[CH:8][C:7]=1[CH3:36].Cl. The catalyst is O1CCOCC1. The product is [ClH:3].[ClH:3].[NH2:5][C:6]1[C:34]([CH3:35])=[CH:33][C:9]([O:10][C:11]2[CH:12]=[CH:13][C:14]3[N:18]=[C:17]([CH2:19][O:20][C:21]4[CH:22]=[C:23]([CH:28]=[CH:29][CH:30]=4)[C:24]([OH:26])=[O:25])[N:16]([CH3:31])[C:15]=3[CH:32]=2)=[CH:8][C:7]=1[CH3:36]. The yield is 0.610. (3) The reactants are [CH3:1]N(N=O)C(N)=O.[OH-].[K+].[Br:10][C:11]1[CH:12]=[C:13]([CH:24]=[CH2:25])[C:14]([O:20][CH2:21][CH2:22][CH3:23])=[C:15]([N+:17]([O-:19])=[O:18])[CH:16]=1. The catalyst is C(OCC)C.O.ClCCl.C([O-])(=O)C.[Pd+2].C([O-])(=O)C. The product is [Br:10][C:11]1[CH:16]=[C:15]([N+:17]([O-:19])=[O:18])[C:14]([O:20][CH2:21][CH2:22][CH3:23])=[C:13]([CH:24]2[CH2:1][CH2:25]2)[CH:12]=1. The yield is 0.950. (4) The reactants are [CH2:1]([OH:8])[C:2]1[CH:7]=[CH:6][CH:5]=[CH:4][CH:3]=1.[H-].[Na+].[Br:11][C:12]1[CH:13]=[N:14][C:15]2[C:20]([CH:21]=1)=[N:19][CH:18]=[C:17](Br)[CH:16]=2. The catalyst is CN(C=O)C. The product is [CH2:1]([O:8][C:17]1[CH:18]=[N:19][C:20]2[C:15]([CH:16]=1)=[N:14][CH:13]=[C:12]([Br:11])[CH:21]=2)[C:2]1[CH:7]=[CH:6][CH:5]=[CH:4][CH:3]=1. The yield is 0.367. (5) The reactants are [F:1][CH2:2][CH2:3][N:4]1[CH2:7][CH:6]([NH:8][C:9]2[CH:14]=[CH:13][C:12]([NH2:15])=[C:11]([O:16][CH3:17])[CH:10]=2)[CH2:5]1.[CH3:18][C:19]1[C:28]2[CH:27]=[N:26][C:25](S(C)=O)=[N:24][C:23]=2[N:22]([C:32]2[CH:33]=[C:34]([NH:38][C:39](=[O:42])[CH:40]=[CH2:41])[CH:35]=[CH:36][CH:37]=2)[C:21](=[O:43])[CH:20]=1.CCN(C(C)C)C(C)C. The catalyst is C(O)(C)(C)C. The product is [F:1][CH2:2][CH2:3][N:4]1[CH2:7][CH:6]([NH:8][C:9]2[CH:14]=[CH:13][C:12]([NH:15][C:25]3[N:26]=[CH:27][C:28]4[C:19]([CH3:18])=[CH:20][C:21](=[O:43])[N:22]([C:32]5[CH:33]=[C:34]([NH:38][C:39](=[O:42])[CH:40]=[CH2:41])[CH:35]=[CH:36][CH:37]=5)[C:23]=4[N:24]=3)=[C:11]([O:16][CH3:17])[CH:10]=2)[CH2:5]1. The yield is 0.490. (6) The reactants are [CH3:1][C:2]1[CH:3]=[N+:4]([O-])[CH:5]=[CH:6][C:7]=1[N+:8]([O-])=O.[CH2:12](OC(OCC)N(C)C)C.[H][H]. The catalyst is CN(C=O)C.C(O)C.C(O)(=O)C.[Pd]. The product is [NH:8]1[C:7]2[C:2](=[CH:3][N:4]=[CH:5][CH:6]=2)[CH:1]=[CH:12]1. The yield is 0.510. (7) The reactants are [CH3:1][O:2][C:3]1[C:12]2[N:11]=[C:10]([NH2:13])[N:9]3[CH2:14][CH2:15][N:16]=[C:8]3[C:7]=2[CH:6]=[CH:5][C:4]=1[O:17][CH2:18][C@H:19]1[CH2:21][O:20]1.Cl.[CH:23]12[O:30][CH:27]([CH2:28][CH2:29]1)[CH2:26][NH:25][CH2:24]2. The catalyst is CN(C=O)C. The product is [OH:20][C@H:19]([CH2:21][N:25]1[CH2:24][CH:23]2[O:30][CH:27]([CH2:28][CH2:29]2)[CH2:26]1)[CH2:18][O:17][C:4]1[CH:5]=[CH:6][C:7]2[C:8]3[N:9]([CH2:14][CH2:15][N:16]=3)[C:10]([NH2:13])=[N:11][C:12]=2[C:3]=1[O:2][CH3:1]. The yield is 0.160.